Dataset: Reaction yield outcomes from USPTO patents with 853,638 reactions. Task: Predict the reaction yield, written as a fraction of the theoretical maximum amount of product (1.0 means a 100% yield; for example, 0.34 means a 34% yield). (1) The reactants are Cl[C:2]1[N:3]=[C:4]([NH:17][CH:18]2[CH2:21][CH2:20][CH2:19]2)[C:5]2[CH2:10][CH2:9][CH:8]([C:11]3[CH:16]=[CH:15][CH:14]=[CH:13][CH:12]=3)[C:6]=2[N:7]=1.[Cl:22][C:23]1[N:24]=[CH:25][N:26]([C:28]2[CH:34]=[CH:33][C:31]([NH2:32])=[CH:30][C:29]=2[O:35][CH3:36])[CH:27]=1.OS(O)(=O)=O.CCOC(C)=O. The catalyst is CN1C(=O)CCC1. The product is [Cl:22][C:23]1[N:24]=[CH:25][N:26]([C:28]2[CH:34]=[CH:33][C:31]([NH:32][C:2]3[N:3]=[C:4]([NH:17][CH:18]4[CH2:19][CH2:20][CH2:21]4)[C:5]4[CH2:10][CH2:9][CH:8]([C:11]5[CH:12]=[CH:13][CH:14]=[CH:15][CH:16]=5)[C:6]=4[N:7]=3)=[CH:30][C:29]=2[O:35][CH3:36])[CH:27]=1. The yield is 0.716. (2) The reactants are [CH3:1][O:2][C:3]1[CH:26]=[C:25]([O:27][CH3:28])[CH:24]=[CH:23][C:4]=1C(C1C2C3=C4C(=CC=2)C=CC=C4C=CC3=CC=1)=O.CCCCC(COC(CC(S([O-])(=O)=O)C(OC[CH:46]([CH2:49][CH2:50][CH2:51][CH3:52])[CH2:47][CH3:48])=O)=O)CC.[CH:57]1[CH:62]=[C:61](O)[C:60]2[C:64]([C:66]3[C:73](O)=[CH:72][CH:71]=[CH:70][C:67]=3[C:68](=[O:69])[C:59]=2[CH:58]=1)=O.[Na+]. The catalyst is ClC1C=CC=CC=1. The product is [CH3:28][O:27][C:25]1[CH:26]=[C:3]([O:2][CH3:1])[CH:4]=[CH:23][C:24]=1[C:68]([C:59]1[CH:58]=[CH:57][C:62]2[C:49]3[CH:50]=[CH:51][CH:52]=[C:47]4[C:46]=3[C:71]([C:70]3[C:61]=2[C:60]=1[CH:64]=[CH:66][CH:67]=3)=[CH:72][CH:73]=[CH:48]4)=[O:69]. The yield is 0.530. (3) The reactants are [CH3:1][C:2]1[O:6][N:5]=[C:4]([C:7]2[CH:12]=[CH:11][CH:10]=[CH:9][CH:8]=2)[C:3]=1[CH2:13][O:14][C:15]1[CH:23]=[CH:22][C:18]([C:19]([OH:21])=O)=[CH:17][N:16]=1.[NH2:24][C@@H:25]([CH2:28][CH3:29])[CH2:26][OH:27]. No catalyst specified. The product is [OH:27][CH2:26][C@@H:25]([NH:24][C:19](=[O:21])[C:18]1[CH:22]=[CH:23][C:15]([O:14][CH2:13][C:3]2[C:4]([C:7]3[CH:8]=[CH:9][CH:10]=[CH:11][CH:12]=3)=[N:5][O:6][C:2]=2[CH3:1])=[N:16][CH:17]=1)[CH2:28][CH3:29]. The yield is 0.850. (4) The reactants are [CH3:1][C:2]1[CH:10]=[C:9]([C:11]2[CH2:15][C:14]([C:20]3[CH:25]=[C:24]([Cl:26])[C:23]([Cl:27])=[C:22]([Cl:28])[CH:21]=3)([C:16]([F:19])([F:18])[F:17])[O:13][N:12]=2)[CH:8]=[CH:7][C:3]=1[C:4]([OH:6])=O.CN(C(ON1N=NC2C=CC=NC1=2)=[N+](C)C)C.F[P-](F)(F)(F)(F)F.Cl.[NH2:54][CH2:55][C:56]1[CH:67]=[CH:66][C:59]2[B:60]([OH:65])[O:61][C:62]([CH3:64])([CH3:63])[C:58]=2[CH:57]=1.Cl. The catalyst is CC#N. The product is [OH:65][B:60]1[C:59]2[CH:66]=[CH:67][C:56]([CH2:55][NH:54][C:4](=[O:6])[C:3]3[CH:7]=[CH:8][C:9]([C:11]4[CH2:15][C:14]([C:20]5[CH:21]=[C:22]([Cl:28])[C:23]([Cl:27])=[C:24]([Cl:26])[CH:25]=5)([C:16]([F:18])([F:17])[F:19])[O:13][N:12]=4)=[CH:10][C:2]=3[CH3:1])=[CH:57][C:58]=2[C:62]([CH3:64])([CH3:63])[O:61]1. The yield is 0.250. (5) The reactants are [CH3:1][O:2][C:3]1[CH:14]=[CH:13][C:6]([CH2:7][O:8][CH2:9][C:10]([OH:12])=O)=[CH:5][CH:4]=1.Cl.[CH3:16][NH:17][O:18][CH3:19].F[P-](F)(F)(F)(F)F.N1(O[P+](N(C)C)(N(C)C)N(C)C)C2C=CC=CC=2N=N1. The catalyst is C(Cl)Cl. The product is [CH3:19][O:18][N:17]([CH3:16])[C:10](=[O:12])[CH2:9][O:8][CH2:7][C:6]1[CH:5]=[CH:4][C:3]([O:2][CH3:1])=[CH:14][CH:13]=1. The yield is 0.690. (6) The reactants are [Br:1][C:2]1[CH:10]=[C:9]([NH2:11])[CH:8]=[C:7]2[C:3]=1[CH:4]=[N:5][NH:6]2.[CH3:12][S:13](Cl)(=[O:15])=[O:14].C(N(CC)CC)C. No catalyst specified. The product is [Br:1][C:2]1[CH:10]=[C:9]([NH:11][S:13]([CH3:12])(=[O:15])=[O:14])[CH:8]=[C:7]2[C:3]=1[CH:4]=[N:5][NH:6]2. The yield is 0.490. (7) The catalyst is C(O)(C)C.[Cu](I)I. The reactants are Br[C:2]1[CH:3]=[C:4]2[C:8](=[C:9]([C:11]([NH2:13])=[O:12])[CH:10]=1)[NH:7][CH:6]=[C:5]2[CH:14]1[CH2:19][CH2:18][N:17]([S:20]([CH2:23][CH3:24])(=[O:22])=[O:21])[CH2:16][CH2:15]1.[CH3:25][C:26]1[CH:31]=[CH:30][CH:29]=[C:28]([SH:32])[CH:27]=1.C(O)CO.C(=O)([O-])[O-].[K+].[K+]. The yield is 0.0300. The product is [CH2:23]([S:20]([N:17]1[CH2:18][CH2:19][CH:14]([C:5]2[C:4]3[C:8](=[C:9]([C:11]([NH2:13])=[O:12])[CH:10]=[C:2]([S:32][C:28]4[CH:29]=[CH:30][CH:31]=[C:26]([CH3:25])[CH:27]=4)[CH:3]=3)[NH:7][CH:6]=2)[CH2:15][CH2:16]1)(=[O:22])=[O:21])[CH3:24]. (8) The reactants are C([O:8][C:9]1[CH:18]=[C:17]2[C:12]([C:13]([O:19][C:20]3[CH:25]=[CH:24][C:23]([NH:26][C:27]([NH:29][C:30]4[CH:35]=[CH:34][CH:33]=[C:32]([S:36]([CH3:39])(=[O:38])=[O:37])[CH:31]=4)=[O:28])=[CH:22][CH:21]=3)=[CH:14][CH:15]=[N:16]2)=[CH:11][C:10]=1[C:40]#[N:41])C1C=CC=CC=1.C1(SC)C=CC=CC=1. The catalyst is FC(F)(F)C(O)=O.C(OCC)(=O)C. The product is [C:40]([C:10]1[CH:11]=[C:12]2[C:17](=[CH:18][C:9]=1[OH:8])[N:16]=[CH:15][CH:14]=[C:13]2[O:19][C:20]1[CH:25]=[CH:24][C:23]([NH:26][C:27]([NH:29][C:30]2[CH:35]=[CH:34][CH:33]=[C:32]([S:36]([CH3:39])(=[O:38])=[O:37])[CH:31]=2)=[O:28])=[CH:22][CH:21]=1)#[N:41]. The yield is 0.727.